This data is from Reaction yield outcomes from USPTO patents with 853,638 reactions. The task is: Predict the reaction yield, written as a fraction of the theoretical maximum amount of product (1.0 means a 100% yield; for example, 0.34 means a 34% yield). (1) The reactants are [N:1]1([CH2:6][C:7]2[CH:12]=[CH:11][C:10]([C:13]3[CH:17]=[C:16]([CH2:18][CH:19]([CH3:21])[CH3:20])[S:15][C:14]=3[S:22]([NH2:25])(=[O:24])=[O:23])=[CH:9][CH:8]=2)[CH:5]=[N:4][CH:3]=[N:2]1.Cl[C:27]([O:29][CH2:30][CH2:31][CH2:32][CH3:33])=[O:28]. The catalyst is CN(C)C1C=CN=CC=1.C(N(CC)CC)C.C(OCC)(=O)C. The product is [CH2:30]([O:29][C:27]([NH:25][S:22]([C:14]1[S:15][C:16]([CH2:18][CH:19]([CH3:21])[CH3:20])=[CH:17][C:13]=1[C:10]1[CH:11]=[CH:12][C:7]([CH2:6][N:1]2[CH:5]=[N:4][CH:3]=[N:2]2)=[CH:8][CH:9]=1)(=[O:23])=[O:24])=[O:28])[CH2:31][CH2:32][CH3:33]. The yield is 0.0900. (2) The reactants are Br[C:2]1[CH:3]=[CH:4][C:5]2[N:6]([CH2:16][C:17]([CH3:27])([OH:26])[CH2:18][O:19][C:20]3[CH:25]=[CH:24][CH:23]=[CH:22][CH:21]=3)[C:7]3[C:12]([C:13]=2[CH:14]=1)=[CH:11][C:10](Br)=[CH:9][CH:8]=3.[C-:28]#[N:29].[Na+].[I-].[K+].[CH3:33][N:34](C)CCN. The catalyst is [Cu](I)I.C1(C)C=CC=CC=1. The product is [OH:26][C:17]([CH3:27])([CH2:18][O:19][C:20]1[CH:25]=[CH:24][CH:23]=[CH:22][CH:21]=1)[CH2:16][N:6]1[C:7]2[CH:8]=[CH:9][C:10]([C:33]#[N:34])=[CH:11][C:12]=2[C:13]2[C:5]1=[CH:4][CH:3]=[C:2]([C:28]#[N:29])[CH:14]=2. The yield is 0.340. (3) The product is [OH:4][C:5]1[CH:10]=[CH:9][C:8]([S:11]([Cl:18])(=[O:14])=[O:12])=[CH:7][CH:6]=1. The yield is 1.00. The reactants are [Na].O.O.[OH:4][C:5]1[CH:10]=[CH:9][C:8]([S:11]([OH:14])(=O)=[O:12])=[CH:7][CH:6]=1.C(Cl)(=O)C([Cl:18])=O. The catalyst is CN(C)C=O.ClCCl.